This data is from Forward reaction prediction with 1.9M reactions from USPTO patents (1976-2016). The task is: Predict the product of the given reaction. (1) Given the reactants Br[C:2]1[N:7]=[C:6]([CH2:8][Br:9])[CH:5]=[CH:4][N:3]=1.[Cl:10]C1C=C(C)N=CN=1, predict the reaction product. The product is: [Br:9][CH2:8][C:6]1[CH:5]=[C:4]([Cl:10])[N:3]=[CH:2][N:7]=1. (2) Given the reactants [CH3:1][O:2][C:3](=[O:18])[C:4]1[CH:9]=[CH:8][C:7]([C:10]2[C:15]([Cl:16])=[CH:14][N:13]=[C:12](Cl)[N:11]=2)=[CH:6][CH:5]=1.[NH2:19][C@@H:20]([CH2:23][CH3:24])[CH2:21][OH:22], predict the reaction product. The product is: [CH3:1][O:2][C:3](=[O:18])[C:4]1[CH:9]=[CH:8][C:7]([C:10]2[C:15]([Cl:16])=[CH:14][N:13]=[C:12]([NH:19][CH:20]([CH2:21][OH:22])[CH2:23][CH3:24])[N:11]=2)=[CH:6][CH:5]=1.